This data is from Full USPTO retrosynthesis dataset with 1.9M reactions from patents (1976-2016). The task is: Predict the reactants needed to synthesize the given product. (1) The reactants are: [CH3:1][C:2]1[C:6]2[C:7](=[O:20])[N:8]([CH2:12][CH2:13][N:14]3[CH2:19][CH2:18][O:17][CH2:16][CH2:15]3)[CH2:9][CH2:10][CH2:11][C:5]=2[NH:4][C:3]=1[CH:21]=O.[Cl:23][C:24]1[CH:25]=[C:26]2[C:30](=[CH:31][CH:32]=1)[NH:29][C:28](=[O:33])[CH2:27]2.N1CCCCC1. Given the product [Cl:23][C:24]1[CH:25]=[C:26]2[C:30](=[CH:31][CH:32]=1)[NH:29][C:28](=[O:33])[C:27]2=[CH:21][C:3]1[NH:4][C:5]2[CH2:11][CH2:10][CH2:9][N:8]([CH2:12][CH2:13][N:14]3[CH2:15][CH2:16][O:17][CH2:18][CH2:19]3)[C:7](=[O:20])[C:6]=2[C:2]=1[CH3:1], predict the reactants needed to synthesize it. (2) Given the product [CH3:8][C@H:9]([O:13][C:14]1[N:22]=[C:21]2[C:17]([N:18]=[C:19]([O:23][CH3:24])[N:20]2[CH2:27][CH2:28][CH2:29][CH:30]2[CH2:35][CH2:34][CH2:33][CH2:32][O:31]2)=[C:16]([NH2:25])[N:15]=1)[CH2:10][CH2:11][CH3:12], predict the reactants needed to synthesize it. The reactants are: FC(F)(F)C(O)=O.[CH3:8][C@H:9]([O:13][C:14]1[NH:15][C:16]([NH2:25])=[C:17]2[C:21]([N:22]=1)=[N:20][C:19]([O:23][CH3:24])=[N:18]2)[CH2:10][CH2:11][CH3:12].Br[CH2:27][CH2:28][CH2:29][CH:30]1[CH2:35][CH2:34][CH2:33][CH2:32][O:31]1. (3) Given the product [NH2:1][C:24]1[N:23]=[C:22]([N:19]2[CH2:18][CH2:17][N:16]([CH2:15][CH:14]([NH:28][C:29]([C:31]3[O:35][C:34]([C:36]4[CH:37]=[CH:38][C:39]([F:42])=[CH:40][CH:41]=4)=[N:33][C:32]=3[CH2:43][CH2:44][CH3:45])=[O:30])[CH3:13])[CH2:21][CH2:20]2)[CH:27]=[CH:26][CH:25]=1, predict the reactants needed to synthesize it. The reactants are: [N:1]1C=CC=CC=1N1CCNCC1.[CH3:13][CH:14]([NH:28][C:29]([C:31]1[O:35][C:34]([C:36]2[CH:41]=[CH:40][C:39]([F:42])=[CH:38][CH:37]=2)=[N:33][C:32]=1[CH2:43][CH2:44][CH3:45])=[O:30])[CH2:15][N:16]1[CH2:21][CH2:20][N:19]([C:22]2[CH:27]=[CH:26][CH:25]=[CH:24][N:23]=2)[CH2:18][CH2:17]1. (4) Given the product [CH2:25]([O:24][C:16]1[CH:15]=[C:14]([C:12]2[CH:11]=[C:10]([C:27]([F:30])([F:29])[F:28])[N:9]=[C:8]([C:4]3[CH:3]=[C:2]([C:35]4[CH:36]=[CH:37][C:32]([NH2:31])=[N:33][CH:34]=4)[CH:7]=[CH:6][CH:5]=3)[N:13]=2)[CH:19]=[CH:18][C:17]=1[C:20]([F:23])([F:22])[F:21])[CH3:26], predict the reactants needed to synthesize it. The reactants are: Br[C:2]1[CH:3]=[C:4]([C:8]2[N:13]=[C:12]([C:14]3[CH:19]=[CH:18][C:17]([C:20]([F:23])([F:22])[F:21])=[C:16]([O:24][CH2:25][CH3:26])[CH:15]=3)[CH:11]=[C:10]([C:27]([F:30])([F:29])[F:28])[N:9]=2)[CH:5]=[CH:6][CH:7]=1.[NH2:31][C:32]1[CH:37]=[CH:36][C:35](B2OC(C)(C)C(C)(C)O2)=[CH:34][N:33]=1. (5) Given the product [S:24]1[CH:28]=[CH:27][CH:26]=[C:25]1[S:29]([N:4]1[CH2:5][CH2:6][N:1]([C:7]([O:9][C:10]([CH3:13])([CH3:12])[CH3:11])=[O:8])[CH2:2][CH2:3]1)(=[O:31])=[O:30], predict the reactants needed to synthesize it. The reactants are: [N:1]1([C:7]([O:9][C:10]([CH3:13])([CH3:12])[CH3:11])=[O:8])[CH2:6][CH2:5][NH:4][CH2:3][CH2:2]1.C(Cl)Cl.C(N(CC)CC)C.[S:24]1[CH:28]=[CH:27][CH:26]=[C:25]1[S:29](Cl)(=[O:31])=[O:30].